This data is from Forward reaction prediction with 1.9M reactions from USPTO patents (1976-2016). The task is: Predict the product of the given reaction. (1) Given the reactants Cl.[Cl:2][C:3]1[CH:22]=[CH:21][C:6]([C:7]([NH:9][C:10]2[CH:15]=[CH:14][C:13]([CH:16]3[CH2:20][CH2:19][NH:18][CH2:17]3)=[CH:12][CH:11]=2)=[O:8])=[CH:5][CH:4]=1.[C:23]([O-])(=O)[CH3:24].[Na+].C(=O)C.C(O[BH-](OC(=O)C)OC(=O)C)(=O)C.[Na+].N, predict the reaction product. The product is: [Cl:2][C:3]1[CH:4]=[CH:5][C:6]([C:7]([NH:9][C:10]2[CH:15]=[CH:14][C:13]([CH:16]3[CH2:20][CH2:19][N:18]([CH2:23][CH3:24])[CH2:17]3)=[CH:12][CH:11]=2)=[O:8])=[CH:21][CH:22]=1. (2) Given the reactants [CH3:1][O:2][C:3]1[CH:9]=[CH:8][C:6]([NH2:7])=[C:5]([CH3:10])[CH:4]=1.[C:11](OC(=O)C)(=[O:13])[CH3:12], predict the reaction product. The product is: [CH3:1][O:2][C:3]1[CH:9]=[CH:8][C:6]([NH:7][C:11](=[O:13])[CH3:12])=[C:5]([CH3:10])[CH:4]=1. (3) Given the reactants [NH2:1]C(CCOC1C=CC=C(C(OC)=O)C=1)C#N.C[C:19]1[CH:20]=[C:21]([CH:43]=[CH:44][CH:45]=1)[CH2:22][C@@H:23]([C:40](O)=[O:41])[NH:24][C:25](=[O:39])[CH:26]([C:33]1[CH:38]=[CH:37][CH:36]=[CH:35][CH:34]=1)[C:27]1[CH:32]=[CH:31][CH:30]=[CH:29][CH:28]=1.C(N(C(C)C)CC)(C)C.F[P-](F)(F)(F)(F)F.N1(O[P+](N2CCCC2)(N2CCCC2)N2CCCC2)C2C=CC=CC=2N=N1, predict the reaction product. The product is: [C:33]1([CH:26]([C:27]2[CH:32]=[CH:31][CH:30]=[CH:29][CH:28]=2)[C:25]([NH:24][C@H:23]([C:40]([NH2:1])=[O:41])[CH2:22][C:21]2[CH:20]=[CH:19][CH:45]=[CH:44][CH:43]=2)=[O:39])[CH:38]=[CH:37][CH:36]=[CH:35][CH:34]=1. (4) Given the reactants [Br:1][C:2]1[CH:3]=[C:4]([CH:6]=[CH:7][CH:8]=1)[NH2:5].[Cl:9][C:10]1[C:14]([S:15](=[O:24])(=[O:23])[NH:16][C@H:17]([CH3:22])[C:18]([F:21])([F:20])[F:19])=[CH:13][N:12]([CH3:25])[C:11]=1[C:26](OC)=[O:27].C[Si]([N-][Si](C)(C)C)(C)C.[Li+], predict the reaction product. The product is: [Br:1][C:2]1[CH:3]=[C:4]([NH:5][C:26]([C:11]2[N:12]([CH3:25])[CH:13]=[C:14]([S:15](=[O:23])(=[O:24])[NH:16][C@H:17]([CH3:22])[C:18]([F:20])([F:21])[F:19])[C:10]=2[Cl:9])=[O:27])[CH:6]=[CH:7][CH:8]=1. (5) Given the reactants Cl[C:2]1[CH:7]=[C:6]([F:8])[CH:5]=[CH:4][C:3]=1[N:9]1[CH2:14][CH2:13][N:12]([C:15]([C:17]2[CH:22]=[CH:21][CH:20]=[C:19](Cl)[C:18]=2[Cl:24])=[O:16])[CH2:11][C:10]1=[O:25].FC1C=CC(N2CCNCC2=O)=C([O:40][CH:41]([CH3:43])[CH3:42])C=1.FC1C([C:54]([F:57])([F:56])[F:55])=CC=CC=1C(Cl)=O.ClC1C=C(F)C=CC=1N1CCNCC1=O.ClC1C(Cl)=CC=CC=1C(Cl)=O, predict the reaction product. The product is: [Cl:24][C:18]1[C:19]([C:54]([F:57])([F:56])[F:55])=[CH:20][CH:21]=[CH:22][C:17]=1[C:15]([N:12]1[CH2:13][CH2:14][N:9]([C:3]2[CH:4]=[CH:5][C:6]([F:8])=[CH:7][C:2]=2[O:40][CH:41]([CH3:42])[CH3:43])[C:10](=[O:25])[CH2:11]1)=[O:16]. (6) Given the reactants Br[C:2]1[CH:3]=[C:4]2[C:9](=[C:10]([Cl:12])[CH:11]=1)[O:8][CH2:7][CH2:6][C:5]2([CH3:14])[CH3:13].[Li]CCCC.CN([CH:23]=[O:24])C, predict the reaction product. The product is: [Cl:12][C:10]1[CH:11]=[C:2]([CH:23]=[O:24])[CH:3]=[C:4]2[C:9]=1[O:8][CH2:7][CH2:6][C:5]2([CH3:14])[CH3:13]. (7) Given the reactants [S:1]1[CH:5]=[CH:4][CH:3]=[C:2]1[S:6]([NH:9][C:10]1[CH:11]=[CH:12][CH:13]=[C:14]2[C:18]=1[NH:17][C:16]([C:19]([NH2:21])=O)=[CH:15]2)(=[O:8])=[O:7].FC(F)(F)C(OC(=O)C(F)(F)F)=O, predict the reaction product. The product is: [C:19]([C:16]1[NH:17][C:18]2[C:14]([CH:15]=1)=[CH:13][CH:12]=[CH:11][C:10]=2[NH:9][S:6]([C:2]1[S:1][CH:5]=[CH:4][CH:3]=1)(=[O:7])=[O:8])#[N:21].